This data is from Peptide-MHC class II binding affinity with 134,281 pairs from IEDB. The task is: Regression. Given a peptide amino acid sequence and an MHC pseudo amino acid sequence, predict their binding affinity value. This is MHC class II binding data. The peptide sequence is FRAAMATTANVPPAD. The MHC is DRB1_1501 with pseudo-sequence DRB1_1501. The binding affinity (normalized) is 0.0607.